This data is from Forward reaction prediction with 1.9M reactions from USPTO patents (1976-2016). The task is: Predict the product of the given reaction. (1) Given the reactants [CH3:1][NH:2][C@H:3]1[CH2:8][CH2:7][C@H:6]([CH2:9][OH:10])[CH2:5][CH2:4]1.[CH:11]1[C:16]([O:17][C:18](Cl)=[O:19])=[CH:15][CH:14]=[C:13]([Cl:21])[CH:12]=1.O, predict the reaction product. The product is: [Cl:21][C:13]1[CH:14]=[CH:15][C:16]([O:17][C:18](=[O:19])[N:2]([C@H:3]2[CH2:8][CH2:7][C@H:6]([CH2:9][OH:10])[CH2:5][CH2:4]2)[CH3:1])=[CH:11][CH:12]=1. (2) Given the reactants [C:1]([OH:6])(=[O:5])[C:2]([CH3:4])=[O:3].[CH2:7](O)[C:8]#[CH:9].CC1C=CC(S(O)(=O)=O)=CC=1, predict the reaction product. The product is: [C:1]([O:6][CH2:9][C:8]#[CH:7])(=[O:5])[C:2]([CH3:4])=[O:3]. (3) Given the reactants [CH3:1][N:2]1[N:6]=[N:5][C:4]([Sn](CCCC)(CCCC)CCCC)=[N:3]1.Br[C:21]1[C:22]([O:29][CH3:30])=[N:23][CH:24]=[N:25][C:26]=1[O:27][CH3:28], predict the reaction product. The product is: [CH3:30][O:29][C:22]1[C:21]([C:4]2[N:5]=[N:6][N:2]([CH3:1])[N:3]=2)=[C:26]([O:27][CH3:28])[N:25]=[CH:24][N:23]=1. (4) The product is: [NH2:1][C:2]1[C:7]([C:8]([F:9])([F:10])[F:11])=[CH:6][C:5]([CH2:12][CH2:13][C:14]([N:16]2[C@H:20]([CH2:21][C:22]3[CH:23]=[CH:24][CH:25]=[CH:26][CH:27]=3)[CH2:19][O:18][C:17]2=[O:28])=[O:15])=[CH:4][C:3]=1[Cl:29]. Given the reactants [NH2:1][C:2]1[C:7]([C:8]([F:11])([F:10])[F:9])=[CH:6][C:5](/[CH:12]=[CH:13]/[C:14]([N:16]2[C@H:20]([CH2:21][C:22]3[CH:27]=[CH:26][CH:25]=[CH:24][CH:23]=3)[CH2:19][O:18][C:17]2=[O:28])=[O:15])=[CH:4][C:3]=1[Cl:29], predict the reaction product.